This data is from Reaction yield outcomes from USPTO patents with 853,638 reactions. The task is: Predict the reaction yield, written as a fraction of the theoretical maximum amount of product (1.0 means a 100% yield; for example, 0.34 means a 34% yield). The reactants are [F:1][C@H:2]1[C@@H:7]([NH:8]C(=O)OCC2C=CC=CC=2)[CH2:6][CH2:5][N:4]([CH2:19][CH:20]2[C:24]3=[C:25]([F:33])[CH:26]=[N:27][C:28]4[CH:29]=[CH:30][C:31](=[O:32])[N:22]([C:23]=43)[CH2:21]2)[CH2:3]1.O1CCOCC1. The catalyst is C(O)C.[Pd]. The product is [NH2:8][C@H:7]1[CH2:6][CH2:5][N:4]([CH2:19][CH:20]2[C:24]3=[C:25]([F:33])[CH:26]=[N:27][C:28]4[CH:29]=[CH:30][C:31](=[O:32])[N:22]([C:23]=43)[CH2:21]2)[CH2:3][C@H:2]1[F:1]. The yield is 0.860.